Predict which catalyst facilitates the given reaction. From a dataset of Catalyst prediction with 721,799 reactions and 888 catalyst types from USPTO. (1) Reactant: [OH:1][C:2]1[CH:10]=[CH:9][C:8]([S:11](=[O:14])(=[O:13])[NH2:12])=[CH:7][C:3]=1[C:4]([OH:6])=[O:5].[CH:15]1N=CN(C(N2C=NC=C2)=O)C=1.CO. Product: [CH3:15][O:5][C:4](=[O:6])[C:3]1[CH:7]=[C:8]([S:11](=[O:14])(=[O:13])[NH2:12])[CH:9]=[CH:10][C:2]=1[OH:1]. The catalyst class is: 1. (2) Reactant: [F:1][C:2]1[CH:11]=[C:10]2[C:5]([C:6](=[O:12])[NH:7][CH:8]=[N:9]2)=[CH:4][C:3]=1[N+:13]([O-:15])=[O:14].[C:16]([O:20][C:21](=[O:30])[C:22]1[CH:27]=[CH:26][C:25]([CH2:28]Br)=[CH:24][CH:23]=1)([CH3:19])([CH3:18])[CH3:17]. Product: [C:16]([O:20][C:21](=[O:30])[C:22]1[CH:23]=[CH:24][C:25]([CH2:28][N:7]2[C:6](=[O:12])[C:5]3[C:10](=[CH:11][C:2]([F:1])=[C:3]([N+:13]([O-:15])=[O:14])[CH:4]=3)[N:9]=[CH:8]2)=[CH:26][CH:27]=1)([CH3:19])([CH3:18])[CH3:17]. The catalyst class is: 3.